From a dataset of Forward reaction prediction with 1.9M reactions from USPTO patents (1976-2016). Predict the product of the given reaction. Given the reactants [C:1]1([CH2:7][C:8](OCC)=[O:9])[CH:6]=[CH:5][CH:4]=[CH:3][CH:2]=1.[H-].C([Al+]CC(C)C)C(C)C, predict the reaction product. The product is: [C:1]1([CH2:7][CH:8]=[O:9])[CH:6]=[CH:5][CH:4]=[CH:3][CH:2]=1.